Dataset: NCI-60 drug combinations with 297,098 pairs across 59 cell lines. Task: Regression. Given two drug SMILES strings and cell line genomic features, predict the synergy score measuring deviation from expected non-interaction effect. (1) Drug 1: CC(C1=C(C=CC(=C1Cl)F)Cl)OC2=C(N=CC(=C2)C3=CN(N=C3)C4CCNCC4)N. Drug 2: CC(CN1CC(=O)NC(=O)C1)N2CC(=O)NC(=O)C2. Cell line: RPMI-8226. Synergy scores: CSS=24.4, Synergy_ZIP=-0.521, Synergy_Bliss=0.0723, Synergy_Loewe=-5.93, Synergy_HSA=-4.05. (2) Drug 1: C1=NC2=C(N=C(N=C2N1C3C(C(C(O3)CO)O)F)Cl)N. Drug 2: C1=CC=C(C(=C1)C(C2=CC=C(C=C2)Cl)C(Cl)Cl)Cl. Cell line: U251. Synergy scores: CSS=-4.46, Synergy_ZIP=2.24, Synergy_Bliss=0.277, Synergy_Loewe=-2.22, Synergy_HSA=-4.73. (3) Drug 1: C1C(C(OC1N2C=C(C(=O)NC2=O)F)CO)O. Drug 2: C1C(C(OC1N2C=NC3=C(N=C(N=C32)Cl)N)CO)O. Cell line: HCT-15. Synergy scores: CSS=38.8, Synergy_ZIP=-1.61, Synergy_Bliss=-0.718, Synergy_Loewe=-9.34, Synergy_HSA=-2.95. (4) Drug 1: CN1C2=C(C=C(C=C2)N(CCCl)CCCl)N=C1CCCC(=O)O.Cl. Drug 2: CCN(CC)CCCC(C)NC1=C2C=C(C=CC2=NC3=C1C=CC(=C3)Cl)OC. Cell line: OVCAR-8. Synergy scores: CSS=27.0, Synergy_ZIP=-8.33, Synergy_Bliss=-2.65, Synergy_Loewe=-40.6, Synergy_HSA=-2.73. (5) Drug 1: CC1C(C(CC(O1)OC2CC(CC3=C2C(=C4C(=C3O)C(=O)C5=C(C4=O)C(=CC=C5)OC)O)(C(=O)C)O)N)O.Cl. Drug 2: CC1C(C(CC(O1)OC2CC(CC3=C2C(=C4C(=C3O)C(=O)C5=CC=CC=C5C4=O)O)(C(=O)C)O)N)O. Cell line: A498. Synergy scores: CSS=66.7, Synergy_ZIP=0.110, Synergy_Bliss=2.48, Synergy_Loewe=-6.55, Synergy_HSA=4.76. (6) Drug 1: CN(C)C1=NC(=NC(=N1)N(C)C)N(C)C. Drug 2: CS(=O)(=O)OCCCCOS(=O)(=O)C. Cell line: SF-295. Synergy scores: CSS=9.90, Synergy_ZIP=-3.38, Synergy_Bliss=-1.70, Synergy_Loewe=-1.80, Synergy_HSA=-0.394.